This data is from Full USPTO retrosynthesis dataset with 1.9M reactions from patents (1976-2016). The task is: Predict the reactants needed to synthesize the given product. Given the product [Cl:1][C:71]1[CH:70]=[N:69][C:68]2[CH:67]=[CH:66][C:65](=[O:72])[N:57]3[CH2:52][C:51]([OH:50])([CH2:80][OH:83])[C:62]=1[C:63]=23, predict the reactants needed to synthesize it. The reactants are: [Cl:1]C1C=NC2C=CC(=O)N3CC(=C)C=1C=23.CC[C@H]1[C@H]2C[C@H:52]([C@H:51]([O:50]C3C4C(=CC=CC=4)C([O:50][C@H:51]([C:62]4[CH:71]=[CH:70][N:69]=[C:68]5[C:63]=4C=[C:65]([O:72]C)[CH:66]=[CH:67]5)[C@@H:52]4[N:57]5C[C@H](CC)[C@@H](CC5)C4)=NN=3)[C:62]3[CH:71]=[CH:70][N:69]=[C:68]4[C:63]=3C=[C:65]([O:72]C)[CH:66]=[CH:67]4)[N:57](CC2)C1.S([O-])([O-])=O.[Na+].[Na+].[C:80](=[O:83])(O)[O-].[Na+].